This data is from Reaction yield outcomes from USPTO patents with 853,638 reactions. The task is: Predict the reaction yield, written as a fraction of the theoretical maximum amount of product (1.0 means a 100% yield; for example, 0.34 means a 34% yield). The reactants are [NH2:1][C:2]1[CH:10]=[CH:9][CH:8]=[C:7]2[C:3]=1[CH:4]=[C:5]([C:11]([O:13][CH2:14][CH3:15])=[O:12])[NH:6]2.[F:16][C:17]([F:28])([F:27])[C:18](=O)[CH2:19][C:20](=O)[C:21]([F:24])([F:23])[F:22]. The catalyst is C(O)(=O)C.C(OCC)(=O)C. The product is [F:16][C:17]([F:27])([F:28])[C:18]1[CH:19]=[C:20]([C:21]([F:22])([F:23])[F:24])[C:10]2[C:2](=[C:3]3[CH:4]=[C:5]([C:11]([O:13][CH2:14][CH3:15])=[O:12])[NH:6][C:7]3=[CH:8][CH:9]=2)[N:1]=1. The yield is 0.640.